Dataset: Full USPTO retrosynthesis dataset with 1.9M reactions from patents (1976-2016). Task: Predict the reactants needed to synthesize the given product. (1) Given the product [O:12]=[C:5]1[CH:4]=[C:3]([CH:2]=[O:1])[CH:11]=[C:10]2[N:6]1[CH2:7][CH2:8][CH2:9]2, predict the reactants needed to synthesize it. The reactants are: [OH:1][CH2:2][C:3]1[CH:11]=[C:10]2[N:6]([CH2:7][CH2:8][CH2:9]2)[C:5](=[O:12])[CH:4]=1. (2) Given the product [Cl:2][C:3]1[CH:8]=[CH:7][C:6]([C:9]2[S:10][C:11]([CH2:15][NH:16][C:17]([CH:19]3[CH2:24][CH2:23][CH2:22][N:21]([C:26]4[CH:35]=[CH:34][CH:33]=[CH:32][C:27]=4[C:28]([O:30][CH3:31])=[O:29])[CH2:20]3)=[O:18])=[C:12]([CH3:14])[N:13]=2)=[CH:5][CH:4]=1, predict the reactants needed to synthesize it. The reactants are: Cl.[Cl:2][C:3]1[CH:8]=[CH:7][C:6]([C:9]2[S:10][C:11]([CH2:15][NH:16][C:17]([CH:19]3[CH2:24][CH2:23][CH2:22][NH:21][CH2:20]3)=[O:18])=[C:12]([CH3:14])[N:13]=2)=[CH:5][CH:4]=1.F[C:26]1[CH:35]=[CH:34][CH:33]=[CH:32][C:27]=1[C:28]([O:30][CH3:31])=[O:29].C(=O)([O-])[O-].[K+].[K+].O.